Dataset: Forward reaction prediction with 1.9M reactions from USPTO patents (1976-2016). Task: Predict the product of the given reaction. (1) Given the reactants [CH3:1][C:2]1[C:3]([C:7]([O:9][CH3:10])=[O:8])=[CH:4][NH:5][CH:6]=1.[Br:11]N1C(=O)CCC1=O, predict the reaction product. The product is: [Br:11][C:6]1[NH:5][CH:4]=[C:3]([C:7]([O:9][CH3:10])=[O:8])[C:2]=1[CH3:1]. (2) Given the reactants [Cl:1][C:2]1[CH:7]=[C:6]([NH:8][C:9]2[N:13]=[CH:12][N:11](CC3C=CC(OC)=CC=3)[N:10]=2)[CH:5]=[C:4]([Cl:23])[N:3]=1.C(O)(C(F)(F)F)=O, predict the reaction product. The product is: [Cl:23][C:4]1[CH:5]=[C:6]([NH:8][C:9]2[N:13]=[CH:12][NH:11][N:10]=2)[CH:7]=[C:2]([Cl:1])[N:3]=1. (3) Given the reactants Cl.[CH2:2]1[C:7]2([CH2:12]C[CH2:10][NH:9][CH2:8]2)CC[CH2:4][N:3]1[CH2:13][C@@H:14]([C:16]1[CH:25]=[CH:24][C:19]2[C:20](=[O:23])[O:21][CH2:22][C:18]=2[C:17]=1[CH3:26])[OH:15].[N:27]1([C:32]2[CH:37]=[CH:36][C:35]([S:38](Cl)(=[O:40])=[O:39])=[CH:34][CH:33]=2)[CH:31]=[N:30][N:29]=[N:28]1, predict the reaction product. The product is: [N:27]1([C:32]2[CH:37]=[CH:36][C:35]([S:38]([N:9]3[CH2:8][CH:7]4[CH:2]([N:3]([CH2:13][C@@H:14]([C:16]5[C:17]([CH3:26])=[C:18]6[C:19](=[CH:24][CH:25]=5)[C:20](=[O:23])[O:21][CH2:22]6)[OH:15])[CH2:4][CH2:12]4)[CH2:10]3)(=[O:40])=[O:39])=[CH:34][CH:33]=2)[CH:31]=[N:30][N:29]=[N:28]1. (4) Given the reactants [C:1]([C:3]1[CH:8]=[CH:7][C:6]([CH:9]([C:11]2[CH:16]=[CH:15][C:14]([F:17])=[CH:13][CH:12]=2)[OH:10])=[CH:5][CH:4]=1)#[CH:2], predict the reaction product. The product is: [C:1]([C:3]1[CH:4]=[CH:5][C:6]([C:9]([C:11]2[CH:12]=[CH:13][C:14]([F:17])=[CH:15][CH:16]=2)=[O:10])=[CH:7][CH:8]=1)#[CH:2]. (5) Given the reactants [CH:1]1([C:6]2[C:14]3[C:9](=[CH:10][C:11]([C:15]([O:17][CH:18]([CH3:20])[CH3:19])=[O:16])=[CH:12][CH:13]=3)[N:8]([CH3:21])[CH:7]=2)[CH2:5][CH2:4][CH2:3][CH2:2]1.[Br:22]Br, predict the reaction product. The product is: [Br:22][C:7]1[N:8]([CH3:21])[C:9]2[C:14]([C:6]=1[CH:1]1[CH2:2][CH2:3][CH2:4][CH2:5]1)=[CH:13][CH:12]=[C:11]([C:15]([O:17][CH:18]([CH3:19])[CH3:20])=[O:16])[CH:10]=2. (6) Given the reactants [CH3:1][C:2]12[CH2:12][C:6]3([O:13][CH2:14][CH2:15][NH:16][CH3:17])[CH2:7][C:8]([CH3:11])([CH2:10][C:4]([CH2:18][N:19]4[C:23]([CH3:24])=[C:22]([I:25])[CH:21]=[N:20]4)([CH2:5]3)[CH2:3]1)[CH2:9]2.[CH3:38][C:37]([O:36][C:34](O[C:34]([O:36][C:37]([CH3:40])([CH3:39])[CH3:38])=[O:35])=[O:35])([CH3:40])[CH3:39], predict the reaction product. The product is: [I:25][C:22]1[CH:21]=[N:20][N:19]([CH2:18][C:4]23[CH2:10][C:8]4([CH3:11])[CH2:9][C:2]([CH3:1])([CH2:12][C:6]([O:13][CH2:14][CH2:15][N:16]([CH3:17])[C:34](=[O:35])[O:36][C:37]([CH3:38])([CH3:39])[CH3:40])([CH2:7]4)[CH2:5]2)[CH2:3]3)[C:23]=1[CH3:24].